Dataset: Catalyst prediction with 721,799 reactions and 888 catalyst types from USPTO. Task: Predict which catalyst facilitates the given reaction. Reactant: [Cl-].[Al+3].[Cl-].[Cl-].[C:5](Cl)(=[O:8])[CH2:6][CH3:7].[CH3:10][N:11]1[CH:15]=[CH:14][CH:13]=[C:12]1[CH:16]=[O:17]. Product: [CH3:10][N:11]1[CH:15]=[C:14]([C:5](=[O:8])[CH2:6][CH3:7])[CH:13]=[C:12]1[CH:16]=[O:17]. The catalyst class is: 4.